Dataset: Forward reaction prediction with 1.9M reactions from USPTO patents (1976-2016). Task: Predict the product of the given reaction. Given the reactants [C:1]([C:4]1[CH:9]=[C:8]([Cl:10])[CH:7]=[CH:6][C:5]=1[S:11][C:12]1[CH:20]=[CH:19][C:18]([F:21])=[CH:17][C:13]=1[C:14](O)=[O:15])(O)=[O:2].C(C1C=CC=C([N+]([O-])=O)C=1SC1C=CC(F)=CC=1C(O)=O)(O)=O.B, predict the reaction product. The product is: [Cl:10][C:8]1[CH:7]=[CH:6][C:5]([S:11][C:12]2[CH:20]=[CH:19][C:18]([F:21])=[CH:17][C:13]=2[CH2:14][OH:15])=[C:4]([CH2:1][OH:2])[CH:9]=1.